From a dataset of Reaction yield outcomes from USPTO patents with 853,638 reactions. Predict the reaction yield, written as a fraction of the theoretical maximum amount of product (1.0 means a 100% yield; for example, 0.34 means a 34% yield). (1) The product is [O:1]=[CH:2][C:3]#[C:4][C:5]1[CH:6]=[C:7]([S:11]([NH:14][C:15]2[CH:16]=[CH:17][CH:18]=[CH:19][CH:20]=2)(=[O:13])=[O:12])[CH:8]=[CH:9][CH:10]=1. The yield is 0.720. The catalyst is CC(OI1(OC(C)=O)(OC(C)=O)OC(=O)C2C=CC=CC1=2)=O.C(Cl)Cl. The reactants are [OH:1][CH2:2][C:3]#[C:4][C:5]1[CH:6]=[C:7]([S:11]([NH:14][C:15]2[CH:20]=[CH:19][CH:18]=[CH:17][CH:16]=2)(=[O:13])=[O:12])[CH:8]=[CH:9][CH:10]=1. (2) The reactants are [CH3:1][O:2][C:3]1[CH:24]=[CH:23][C:6]([CH2:7][N:8]2[CH2:13][CH2:12][N:11]([C:14]3[CH:19]=[CH:18][CH:17]=[C:16]([N+:20]([O-])=O)[CH:15]=3)[CH2:10][CH2:9]2)=[CH:5][CH:4]=1. The catalyst is C(O)C.[Ni].NN. The product is [CH3:1][O:2][C:3]1[CH:4]=[CH:5][C:6]([CH2:7][N:8]2[CH2:9][CH2:10][N:11]([C:14]3[CH:15]=[C:16]([CH:17]=[CH:18][CH:19]=3)[NH2:20])[CH2:12][CH2:13]2)=[CH:23][CH:24]=1. The yield is 0.940. (3) The reactants are [Cl-].[C:2]([C:4]1[C:16]([N+:17]([O-:19])=[O:18])=[CH:15][CH:14]=[CH:13][C:5]=1[O:6][CH2:7][C@H:8]1[CH2:12][CH2:11][CH2:10][NH2+:9]1)#[N:3].[CH2:20]([N:23]=[C:24]=[O:25])[CH2:21][CH3:22]. No catalyst specified. The product is [C:2]([C:4]1[C:16]([N+:17]([O-:19])=[O:18])=[CH:15][CH:14]=[CH:13][C:5]=1[O:6][CH2:7][C@H:8]1[CH2:12][CH2:11][CH2:10][N:9]1[C:24]([NH:23][CH2:20][CH2:21][CH3:22])=[O:25])#[N:3]. The yield is 1.00. (4) The reactants are ClC1C=C(Cl)C=C(Cl)C=1[O:10][C:11](=O)[CH2:12][C:13](OC1C(Cl)=CC(Cl)=CC=1Cl)=[O:14].[NH2:26]/[C:27](/[CH3:34])=[CH:28]\[C:29]([O:31][CH2:32][CH3:33])=[O:30]. The catalyst is BrC1C=CC=CC=1.CCOC(C)=O. The product is [CH2:32]([O:31][C:29](=[O:30])[C:28]1[C:11]([OH:10])=[CH:12][C:13]([OH:14])=[N:26][C:27]=1[CH3:34])[CH3:33]. The yield is 0.860. (5) The reactants are [C:1]1([C:7]2[N:8]=[CH:9][O:10][CH:11]=2)[CH:6]=[CH:5][CH:4]=[CH:3][CH:2]=1.[N+:12]([O-])([OH:14])=[O:13]. The catalyst is S(=O)(=O)(O)O. The product is [N+:12]([C:4]1[CH:3]=[CH:2][C:1]([C:7]2[N:8]=[CH:9][O:10][CH:11]=2)=[CH:6][CH:5]=1)([O-:14])=[O:13]. The yield is 0.420. (6) The reactants are [NH2:1][C:2]1[CH:3]=[CH:4][C:5]([O:12][CH2:13][C:14]2[CH:19]=[CH:18][C:17]([C:20]([CH3:23])([CH3:22])[CH3:21])=[CH:16][CH:15]=2)=[C:6]([C:8](=[O:11])[CH2:9][CH3:10])[CH:7]=1.[CH3:24][O:25][C:26]1[CH:31]=[CH:30][C:29]([N:32]=[C:33]=[O:34])=[CH:28][CH:27]=1. The catalyst is C1COCC1. The product is [C:20]([C:17]1[CH:16]=[CH:15][C:14]([CH2:13][O:12][C:5]2[CH:4]=[CH:3][C:2]([NH:1][C:33]([NH:32][C:29]3[CH:30]=[CH:31][C:26]([O:25][CH3:24])=[CH:27][CH:28]=3)=[O:34])=[CH:7][C:6]=2[C:8](=[O:11])[CH2:9][CH3:10])=[CH:19][CH:18]=1)([CH3:22])([CH3:21])[CH3:23]. The yield is 0.823.